This data is from Full USPTO retrosynthesis dataset with 1.9M reactions from patents (1976-2016). The task is: Predict the reactants needed to synthesize the given product. Given the product [CH:15]1([N:20]2[CH2:25][CH2:24][CH:23]([O:26][C:27]3[CH:34]=[CH:33][C:30]([C:31]4[N:14]([CH3:13])[C:4](=[O:6])[C:3]5[CH:7]=[CH:8][N:9]=[C:10]([O:11][CH3:12])[C:2]=5[N:1]=4)=[CH:29][CH:28]=3)[CH2:22][CH2:21]2)[CH2:19][CH2:18][CH2:17][CH2:16]1, predict the reactants needed to synthesize it. The reactants are: [NH2:1][C:2]1[C:10]([O:11][CH3:12])=[N:9][CH:8]=[CH:7][C:3]=1[C:4]([OH:6])=O.[CH3:13][NH2:14].[CH:15]1([N:20]2[CH2:25][CH2:24][CH:23]([O:26][C:27]3[CH:34]=[CH:33][C:30]([CH:31]=O)=[CH:29][CH:28]=3)[CH2:22][CH2:21]2)[CH2:19][CH2:18][CH2:17][CH2:16]1.